This data is from Forward reaction prediction with 1.9M reactions from USPTO patents (1976-2016). The task is: Predict the product of the given reaction. (1) Given the reactants [N+:1]([C:4]1[CH:5]=[N:6][C:7]([NH:10][CH2:11][CH2:12][C@H:13]2[CH2:15][C@@H:14]2[CH:16]2[CH2:21][CH2:20][N:19]([C:22]([O:24][C:25]([CH3:28])([CH3:27])[CH3:26])=[O:23])[CH2:18][CH2:17]2)=[N:8][CH:9]=1)([O-])=O, predict the reaction product. The product is: [NH2:1][C:4]1[CH:9]=[N:8][C:7]([NH:10][CH2:11][CH2:12][C@H:13]2[CH2:15][C@@H:14]2[CH:16]2[CH2:21][CH2:20][N:19]([C:22]([O:24][C:25]([CH3:28])([CH3:27])[CH3:26])=[O:23])[CH2:18][CH2:17]2)=[N:6][CH:5]=1. (2) Given the reactants C(N(CC)CC)C.[CH3:8][S:9](Cl)(=[O:11])=[O:10].C(Cl)(Cl)Cl.[C:17]([O:20][CH:21]([CH2:26][CH2:27][OH:28])[C:22]([O:24][CH3:25])=[O:23])(=[O:19])[CH3:18], predict the reaction product. The product is: [C:17]([O:20][CH:21]([CH2:26][CH2:27][O:28][S:9]([CH3:8])(=[O:11])=[O:10])[C:22]([O:24][CH3:25])=[O:23])(=[O:19])[CH3:18].